This data is from Reaction yield outcomes from USPTO patents with 853,638 reactions. The task is: Predict the reaction yield, written as a fraction of the theoretical maximum amount of product (1.0 means a 100% yield; for example, 0.34 means a 34% yield). The reactants are [F:1][C:2]1[CH:19]=[CH:18][C:5]([CH2:6][CH2:7][C:8]2[CH:16]=[CH:15][C:14]([OH:17])=[CH:13][C:9]=2[C:10]([OH:12])=[O:11])=[CH:4][CH:3]=1.S(Cl)(Cl)(=O)=O.[CH3:25]O. No catalyst specified. The product is [F:1][C:2]1[CH:19]=[CH:18][C:5]([CH2:6][CH2:7][C:8]2[CH:16]=[CH:15][C:14]([OH:17])=[CH:13][C:9]=2[C:10]([O:12][CH3:25])=[O:11])=[CH:4][CH:3]=1. The yield is 0.660.